From a dataset of Forward reaction prediction with 1.9M reactions from USPTO patents (1976-2016). Predict the product of the given reaction. (1) The product is: [CH2:1]([N:5]1[C:9]([CH2:10][CH2:11][S:12]([CH2:15][CH2:16][CH3:17])(=[O:14])=[O:13])=[CH:8][C:7]([C:18]([NH2:28])=[O:20])=[N:6]1)[CH2:2][CH2:3][CH3:4]. Given the reactants [CH2:1]([N:5]1[C:9]([CH2:10][CH2:11][S:12]([CH2:15][CH2:16][CH3:17])(=[O:14])=[O:13])=[CH:8][C:7]([C:18]([OH:20])=O)=[N:6]1)[CH2:2][CH2:3][CH3:4].C(Cl)(=O)C(Cl)=O.C[N:28](C=O)C, predict the reaction product. (2) Given the reactants C(OC(=O)[NH:7][C@H:8]1[CH2:14][O:13][C:12]2[CH:15]=[CH:16][C:17]([F:19])=[CH:18][C:11]=2[NH:10][C:9]1=[O:20])(C)(C)C.[C:22]([OH:28])([C:24]([F:27])([F:26])[F:25])=[O:23], predict the reaction product. The product is: [F:25][C:24]([F:27])([F:26])[C:22]([OH:28])=[O:23].[NH2:7][C@H:8]1[CH2:14][O:13][C:12]2[CH:15]=[CH:16][C:17]([F:19])=[CH:18][C:11]=2[NH:10][C:9]1=[O:20].[C:22]([OH:28])([C:24]([F:27])([F:26])[F:25])=[O:23]. (3) Given the reactants [Cl:1][C:2]1[CH:3]=[CH:4][C:5]([OH:28])=[C:6]([CH:27]=1)/[CH:7]=[C:8]1/[C:9](=[O:26])[N:10]([S:16]([C:19]2[CH:24]=[CH:23][C:22]([Cl:25])=[CH:21][CH:20]=2)(=[O:18])=[O:17])[CH2:11][C:12](=[O:15])[NH:13][CH2:14]/1.ClC1C=CC(S(N)(=O)=O)=CC=1.C(=O)([O-])O.[Na+].[I-].[Na+].Br[CH2:48][C:49]([O:51][C:52]([CH3:55])([CH3:54])[CH3:53])=[O:50], predict the reaction product. The product is: [C:52]([O:51][C:49](=[O:50])[CH2:48][O:28][C:5]1[CH:4]=[CH:3][C:2]([Cl:1])=[CH:27][C:6]=1/[CH:7]=[C:8]1\[CH2:14][NH:13][C:12](=[O:15])[CH2:11][N:10]([S:16]([C:19]2[CH:24]=[CH:23][C:22]([Cl:25])=[CH:21][CH:20]=2)(=[O:18])=[O:17])[C:9]\1=[O:26])([CH3:55])([CH3:54])[CH3:53].